This data is from NCI-60 drug combinations with 297,098 pairs across 59 cell lines. The task is: Regression. Given two drug SMILES strings and cell line genomic features, predict the synergy score measuring deviation from expected non-interaction effect. (1) Drug 1: C1=C(C(=O)NC(=O)N1)F. Drug 2: CN1C(=O)N2C=NC(=C2N=N1)C(=O)N. Cell line: A549. Synergy scores: CSS=47.8, Synergy_ZIP=6.51, Synergy_Bliss=0.436, Synergy_Loewe=-12.8, Synergy_HSA=-1.78. (2) Drug 1: CC12CCC(CC1=CCC3C2CCC4(C3CC=C4C5=CN=CC=C5)C)O. Drug 2: CCC1(CC2CC(C3=C(CCN(C2)C1)C4=CC=CC=C4N3)(C5=C(C=C6C(=C5)C78CCN9C7C(C=CC9)(C(C(C8N6C)(C(=O)OC)O)OC(=O)C)CC)OC)C(=O)OC)O.OS(=O)(=O)O. Cell line: SK-OV-3. Synergy scores: CSS=35.0, Synergy_ZIP=5.54, Synergy_Bliss=6.67, Synergy_Loewe=-13.6, Synergy_HSA=6.33. (3) Drug 1: C1CCC(CC1)NC(=O)N(CCCl)N=O. Drug 2: C1=CC=C(C(=C1)C(C2=CC=C(C=C2)Cl)C(Cl)Cl)Cl. Cell line: MDA-MB-231. Synergy scores: CSS=18.3, Synergy_ZIP=-4.07, Synergy_Bliss=2.45, Synergy_Loewe=-4.87, Synergy_HSA=2.66. (4) Drug 1: C1CC(C1)(C(=O)O)C(=O)O.[NH2-].[NH2-].[Pt+2]. Drug 2: CC1=C(C=C(C=C1)C(=O)NC2=CC(=CC(=C2)C(F)(F)F)N3C=C(N=C3)C)NC4=NC=CC(=N4)C5=CN=CC=C5. Cell line: K-562. Synergy scores: CSS=28.0, Synergy_ZIP=-3.67, Synergy_Bliss=-5.33, Synergy_Loewe=-11.4, Synergy_HSA=-1.50. (5) Drug 1: CC1=C2C(C(=O)C3(C(CC4C(C3C(C(C2(C)C)(CC1OC(=O)C(C(C5=CC=CC=C5)NC(=O)OC(C)(C)C)O)O)OC(=O)C6=CC=CC=C6)(CO4)OC(=O)C)OC)C)OC. Drug 2: CC12CCC3C(C1CCC2O)C(CC4=C3C=CC(=C4)O)CCCCCCCCCS(=O)CCCC(C(F)(F)F)(F)F. Cell line: SF-268. Synergy scores: CSS=59.5, Synergy_ZIP=15.9, Synergy_Bliss=14.9, Synergy_Loewe=-14.0, Synergy_HSA=14.5. (6) Drug 1: C1CC(=O)NC(=O)C1N2CC3=C(C2=O)C=CC=C3N. Drug 2: N.N.Cl[Pt+2]Cl. Cell line: CCRF-CEM. Synergy scores: CSS=7.15, Synergy_ZIP=-5.09, Synergy_Bliss=-6.45, Synergy_Loewe=-4.69, Synergy_HSA=-4.31. (7) Drug 1: CC1C(C(CC(O1)OC2CC(CC3=C2C(=C4C(=C3O)C(=O)C5=C(C4=O)C(=CC=C5)OC)O)(C(=O)CO)O)N)O.Cl. Drug 2: CC1=C(N=C(N=C1N)C(CC(=O)N)NCC(C(=O)N)N)C(=O)NC(C(C2=CN=CN2)OC3C(C(C(C(O3)CO)O)O)OC4C(C(C(C(O4)CO)O)OC(=O)N)O)C(=O)NC(C)C(C(C)C(=O)NC(C(C)O)C(=O)NCCC5=NC(=CS5)C6=NC(=CS6)C(=O)NCCC[S+](C)C)O. Cell line: MALME-3M. Synergy scores: CSS=7.46, Synergy_ZIP=-0.425, Synergy_Bliss=3.93, Synergy_Loewe=1.56, Synergy_HSA=3.84. (8) Drug 1: C1=NC(=NC(=O)N1C2C(C(C(O2)CO)O)O)N. Drug 2: CN(C(=O)NC(C=O)C(C(C(CO)O)O)O)N=O. Cell line: UO-31. Synergy scores: CSS=24.4, Synergy_ZIP=-5.03, Synergy_Bliss=1.30, Synergy_Loewe=-64.2, Synergy_HSA=1.53.